From a dataset of CYP2D6 substrate classification data from Carbon-Mangels et al.. Regression/Classification. Given a drug SMILES string, predict its absorption, distribution, metabolism, or excretion properties. Task type varies by dataset: regression for continuous measurements (e.g., permeability, clearance, half-life) or binary classification for categorical outcomes (e.g., BBB penetration, CYP inhibition). Dataset: cyp2d6_substrate_carbonmangels. (1) The drug is Fc1ccc(C(c2ccc(F)cc2)N2CCN(C/C=C/c3ccccc3)CC2)cc1. The result is 1 (substrate). (2) The result is 0 (non-substrate). The drug is CN1C(=O)OC(C)(C)C1=O. (3) The compound is O=C1c2ccccc2C(=O)c2ccccc21. The result is 0 (non-substrate). (4) The molecule is CCCN1C[C@H](CSC)C[C@@H]2c3cccc4[nH]cc(c34)C[C@H]21. The result is 0 (non-substrate). (5) The compound is O=C(N[C@H]1CCS[C@H]2CCC[C@@H](C(=O)O)N2C1=O)[C@@H](S)Cc1ccccc1. The result is 0 (non-substrate). (6) The molecule is Cc1onc(NS(=O)(=O)c2ccc(N)cc2)c1C. The result is 0 (non-substrate). (7) The molecule is O[C@@](CCN1CCCCC1)(c1ccccc1)[C@@H]1C[C@@H]2C=C[C@H]1C2. The result is 0 (non-substrate). (8) The molecule is CC1=C(C(=O)OCCN(Cc2ccccc2)c2ccccc2)[C@H](c2cccc([N+](=O)[O-])c2)C(P2(=O)OCC(C)(C)CO2)=C(C)N1. The result is 0 (non-substrate). (9) The drug is CC1=C(CC(=O)O)c2cc(F)ccc2/C1=C\c1ccc([S@@H](C)=O)cc1. The result is 0 (non-substrate).